The task is: Regression. Given a peptide amino acid sequence and an MHC pseudo amino acid sequence, predict their binding affinity value. This is MHC class I binding data.. This data is from Peptide-MHC class I binding affinity with 185,985 pairs from IEDB/IMGT. (1) The peptide sequence is LMPILTLTR. The MHC is HLA-A33:01 with pseudo-sequence HLA-A33:01. The binding affinity (normalized) is 0.112. (2) The peptide sequence is RGKLKRRAI. The MHC is HLA-A11:01 with pseudo-sequence HLA-A11:01. The binding affinity (normalized) is 0.0847.